Dataset: Full USPTO retrosynthesis dataset with 1.9M reactions from patents (1976-2016). Task: Predict the reactants needed to synthesize the given product. Given the product [C:1]([O:5][C:6](=[O:21])[CH2:7][C:8]1([C:17]([OH:19])=[O:18])[CH2:16][C:15]2[C:10](=[CH:11][CH:12]=[CH:13][CH:14]=2)[CH2:9]1)([CH3:4])([CH3:2])[CH3:3], predict the reactants needed to synthesize it. The reactants are: [C:1]([O:5][C:6](=[O:21])[CH2:7][C:8]1([C:17]([O:19]C)=[O:18])[CH2:16][C:15]2[C:10](=[CH:11][CH:12]=[CH:13][CH:14]=2)[CH2:9]1)([CH3:4])([CH3:3])[CH3:2].[OH-].[Na+].C(Cl)Cl.Cl.